Dataset: Forward reaction prediction with 1.9M reactions from USPTO patents (1976-2016). Task: Predict the product of the given reaction. (1) Given the reactants [NH2:1][C:2]1[N:6]([CH:7]2[CH2:12][CH2:11][CH2:10][N:9]([C:13]#[N:14])[CH2:8]2)[N:5]=[C:4]([C:15]2[CH:20]=[CH:19][C:18]([CH2:21][C:22]3[CH:27]=[CH:26][CH:25]=[CH:24][CH:23]=3)=[CH:17][CH:16]=2)[C:3]=1[C:28]([NH2:30])=[O:29].[Cl-].[Cl:32]C1C=CC=CC=1C[Zn+], predict the reaction product. The product is: [NH2:1][C:2]1[N:6]([CH:7]2[CH2:12][CH2:11][CH2:10][N:9]([C:13]#[N:14])[CH2:8]2)[N:5]=[C:4]([C:15]2[CH:20]=[CH:19][C:18]([CH2:21][C:22]3[CH:23]=[CH:24][CH:25]=[CH:26][C:27]=3[Cl:32])=[CH:17][CH:16]=2)[C:3]=1[C:28]([NH2:30])=[O:29]. (2) The product is: [ClH:1].[ClH:1].[CH:7]1([C:10]2[CH:11]=[N:12][C:13]3[C:18]([C:19]=2[CH2:20][N:21]2[C:27](=[O:28])[C@@H:26]([NH:29][C:30](=[O:42])[C@@H:31]([NH:33][CH3:34])[CH3:32])[CH2:25][CH2:24][C:23]4[CH:43]=[CH:44][CH:45]=[CH:46][C:22]2=4)=[CH:17][CH:16]=[CH:15][CH:14]=3)[CH2:8][CH2:9]1. Given the reactants [ClH:1].CCOCC.[CH:7]1([C:10]2[CH:11]=[N:12][C:13]3[C:18]([C:19]=2[CH2:20][N:21]2[C:27](=[O:28])[C@@H:26]([NH:29][C:30](=[O:42])[C@@H:31]([N:33](C)[C:34](=O)OC(C)(C)C)[CH3:32])[CH2:25][CH2:24][C:23]4[CH:43]=[CH:44][CH:45]=[CH:46][C:22]2=4)=[CH:17][CH:16]=[CH:15][CH:14]=3)[CH2:9][CH2:8]1, predict the reaction product.